Dataset: Full USPTO retrosynthesis dataset with 1.9M reactions from patents (1976-2016). Task: Predict the reactants needed to synthesize the given product. (1) Given the product [CH3:20][O:21][C:22](=[O:31])[C:23]1[CH:28]=[CH:27][C:26]([Br:29])=[C:25]([O:30][CH2:53][CH2:52][C:46]2[CH:47]=[CH:48][C:49]([Cl:51])=[CH:50][C:45]=2[Cl:44])[CH:24]=1, predict the reactants needed to synthesize it. The reactants are: C1(P(C2C=CC=CC=2)C2C=CC=CC=2)C=CC=CC=1.[CH3:20][O:21][C:22](=[O:31])[C:23]1[CH:28]=[CH:27][C:26]([Br:29])=[C:25]([OH:30])[CH:24]=1.CCOC(/N=N/C(OCC)=O)=O.[Cl:44][C:45]1[CH:50]=[C:49]([Cl:51])[CH:48]=[CH:47][C:46]=1[CH2:52][CH2:53]O. (2) Given the product [NH2:15][C:13]1[N:14]=[C:9]([C:6]2[CH:7]=[CH:8][C:3]([OH:2])=[CH:4][CH:5]=2)[CH:10]=[C:11]([NH:16][C:17]2[CH:18]=[CH:19][C:20]([O:23][C:24]3[CH:29]=[CH:28][N:27]=[C:26]([CH3:30])[CH:25]=3)=[CH:21][CH:22]=2)[N:12]=1, predict the reactants needed to synthesize it. The reactants are: C[O:2][C:3]1[CH:8]=[CH:7][C:6]([C:9]2[N:14]=[C:13]([NH2:15])[N:12]=[C:11]([NH:16][C:17]3[CH:22]=[CH:21][C:20]([O:23][C:24]4[CH:29]=[CH:28][N:27]=[C:26]([CH3:30])[CH:25]=4)=[CH:19][CH:18]=3)[CH:10]=2)=[CH:5][CH:4]=1.B(Br)(Br)Br. (3) The reactants are: [N+:1](=[C:3]([C:11](=[O:13])[CH3:12])[C:4]([O:6][C:7]([CH3:10])([CH3:9])[CH3:8])=[O:5])=[N-].[C:14](N)(=[O:21])[C:15]1[CH:20]=[CH:19][CH:18]=[CH:17][CH:16]=1. Given the product [C:14]([NH:1][CH:3]([C:11](=[O:13])[CH3:12])[C:4]([O:6][C:7]([CH3:10])([CH3:9])[CH3:8])=[O:5])(=[O:21])[C:15]1[CH:20]=[CH:19][CH:18]=[CH:17][CH:16]=1, predict the reactants needed to synthesize it.